This data is from Catalyst prediction with 721,799 reactions and 888 catalyst types from USPTO. The task is: Predict which catalyst facilitates the given reaction. (1) Reactant: BrN1[C:6](=[O:7])[CH2:5][CH2:4][C:3]1=O.[CH2:9](N(S(F)(F)F)[CH2:12][CH3:13])[CH3:10].C(=O)(O)[O-:19].[Na+]. Product: [C:12]([O:7][CH2:6][CH3:5])(=[O:19])[CH3:13].[CH3:3][CH2:4][CH2:5][CH2:6][CH2:9][CH3:10]. The catalyst class is: 4. (2) Reactant: [Na].[NH2:2][C:3]1[N:7]([CH3:8])[N:6]=[CH:5][C:4]=1[C:9]([O:11]CC)=O.[C:14](OCC)(=[O:21])[CH2:15][C:16]([O:18][CH2:19][CH3:20])=[O:17]. Product: [OH:11][C:9]1[C:4]2[CH:5]=[N:6][N:7]([CH3:8])[C:3]=2[NH:2][C:14](=[O:21])[C:15]=1[C:16]([O:18][CH2:19][CH3:20])=[O:17]. The catalyst class is: 40. (3) Product: [Br:45][CH2:21][C:18]1[CH:19]=[CH:20][C:15]([C:12]2[N:13]=[CH:14][N:10]([C:7]3[CH:8]=[CH:9][C:4]([O:3][C:2]([F:24])([F:23])[F:1])=[CH:5][CH:6]=3)[N:11]=2)=[CH:16][CH:17]=1. The catalyst class is: 1. Reactant: [F:1][C:2]([F:24])([F:23])[O:3][C:4]1[CH:9]=[CH:8][C:7]([N:10]2[CH:14]=[N:13][C:12]([C:15]3[CH:20]=[CH:19][C:18]([CH2:21]O)=[CH:17][CH:16]=3)=[N:11]2)=[CH:6][CH:5]=1.C1(P(C2C=CC=CC=2)C2C=CC=CC=2)C=CC=CC=1.C(Br)(Br)(Br)[Br:45]. (4) Reactant: [CH3:1][C:2]1([CH3:16])[C:6]([CH3:8])([CH3:7])[O:5][B:4]([C:9]2[CH:14]=[CH:13][C:12]([NH2:15])=[CH:11][CH:10]=2)[O:3]1.C(N(C(C)C)CC)(C)C.[CH3:26][N:27]([CH3:32])[CH2:28][C:29](Cl)=[O:30]. Product: [CH3:26][N:27]([CH3:32])[CH2:28][C:29]([NH:15][C:12]1[CH:13]=[CH:14][C:9]([B:4]2[O:3][C:2]([CH3:16])([CH3:1])[C:6]([CH3:7])([CH3:8])[O:5]2)=[CH:10][CH:11]=1)=[O:30]. The catalyst class is: 4. (5) Reactant: [CH2:1]([O:8][C:9]1[CH:14]=[CH:13][N:12]([C:15]2[CH:20]=[CH:19][C:18]3[C:21]4[CH2:27][CH2:26][NH:25][CH2:24][CH2:23][C:22]=4[O:28][C:17]=3[CH:16]=2)[C:11](=[O:29])[CH:10]=1)[C:2]1[CH:7]=[CH:6][CH:5]=[CH:4][CH:3]=1.[ClH:30].CCOCC. Product: [ClH:30].[CH2:1]([O:8][C:9]1[CH:14]=[CH:13][N:12]([C:15]2[CH:20]=[CH:19][C:18]3[C:21]4[CH2:27][CH2:26][NH:25][CH2:24][CH2:23][C:22]=4[O:28][C:17]=3[CH:16]=2)[C:11](=[O:29])[CH:10]=1)[C:2]1[CH:3]=[CH:4][CH:5]=[CH:6][CH:7]=1. The catalyst class is: 5. (6) Reactant: [O:1]=[C:2]1[N:6]([C:7]2[CH:12]=[CH:11][C:10]([CH:13]3[CH2:18][CH2:17][NH:16][CH2:15][CH2:14]3)=[CH:9][CH:8]=2)[CH2:5][C@H:4]([CH2:19][NH:20][C:21](=[O:23])[CH3:22])[O:3]1.C(N(CC)CC)C.[CH2:31]([O:38][CH2:39][C:40](Cl)=[O:41])[C:32]1[CH:37]=[CH:36][CH:35]=[CH:34][CH:33]=1. Product: [CH2:31]([O:38][CH2:39][C:40]([N:16]1[CH2:15][CH2:14][CH:13]([C:10]2[CH:11]=[CH:12][C:7]([N:6]3[CH2:5][C@H:4]([CH2:19][NH:20][C:21](=[O:23])[CH3:22])[O:3][C:2]3=[O:1])=[CH:8][CH:9]=2)[CH2:18][CH2:17]1)=[O:41])[C:32]1[CH:37]=[CH:36][CH:35]=[CH:34][CH:33]=1. The catalyst class is: 2.